This data is from Forward reaction prediction with 1.9M reactions from USPTO patents (1976-2016). The task is: Predict the product of the given reaction. (1) Given the reactants [H-].[Na+].C1COCC1.[CH2:8]([N:15]1[C@@H:20]2[CH2:21][CH2:22][C@@:16]1([C:24]1[CH:29]=[CH:28][C:27]([F:30])=[CH:26][CH:25]=1)[C@H:17]([OH:23])[CH2:18][CH2:19]2)[C:9]1[CH:14]=[CH:13][CH:12]=[CH:11][CH:10]=1.[F:31][C:32]([F:46])([F:45])[C:33]1[CH:34]=[C:35]([CH:38]=[C:39]([C:41]([F:44])([F:43])[F:42])[CH:40]=1)[CH2:36]Br, predict the reaction product. The product is: [CH2:8]([N:15]1[C@@H:20]2[CH2:21][CH2:22][C@@:16]1([C:24]1[CH:25]=[CH:26][C:27]([F:30])=[CH:28][CH:29]=1)[C@H:17]([O:23][CH2:36][C:35]1[CH:38]=[C:39]([C:41]([F:43])([F:44])[F:42])[CH:40]=[C:33]([C:32]([F:31])([F:45])[F:46])[CH:34]=1)[CH2:18][CH2:19]2)[C:9]1[CH:10]=[CH:11][CH:12]=[CH:13][CH:14]=1. (2) Given the reactants [CH3:1][O:2][C:3]1[C:4]([O:21]COC)=[C:5]([C:11]2[CH:19]=[CH:18][CH:17]=[C:16]3[C:12]=2[CH2:13][O:14][C:15]3=[O:20])[CH:6]=[CH:7][C:8]=1[O:9][CH3:10].Cl, predict the reaction product. The product is: [OH:21][C:4]1[C:3]([O:2][CH3:1])=[C:8]([O:9][CH3:10])[CH:7]=[CH:6][C:5]=1[C:11]1[CH:19]=[CH:18][CH:17]=[C:16]2[C:12]=1[CH2:13][O:14][C:15]2=[O:20]. (3) Given the reactants [CH2:1]([C@H:5]1[CH2:9][CH2:8][CH2:7][N:6]1[CH2:10][C:11]1[N:16]([CH2:17][CH2:18][C:19]2[CH:28]=[CH:27][C:22]([C:23]([O:25]C)=[O:24])=[CH:21][CH:20]=2)[C:15](=[O:29])[C:14]([C:30]2[CH:35]=[CH:34][CH:33]=[CH:32][C:31]=2[O:36][C:37]([F:40])([F:39])[F:38])=[CH:13][C:12]=1[C:41]1[CH:46]=[CH:45][CH:44]=[CH:43][C:42]=1[O:47][C:48]([F:51])([F:50])[F:49])[CH:2]([CH3:4])[CH3:3].[OH-].[Na+].Cl.C(Cl)(Cl)[Cl:56], predict the reaction product. The product is: [ClH:56].[CH2:1]([C@H:5]1[CH2:9][CH2:8][CH2:7][N:6]1[CH2:10][C:11]1[N:16]([CH2:17][CH2:18][C:19]2[CH:28]=[CH:27][C:22]([C:23]([OH:25])=[O:24])=[CH:21][CH:20]=2)[C:15](=[O:29])[C:14]([C:30]2[CH:35]=[CH:34][CH:33]=[CH:32][C:31]=2[O:36][C:37]([F:38])([F:39])[F:40])=[CH:13][C:12]=1[C:41]1[CH:46]=[CH:45][CH:44]=[CH:43][C:42]=1[O:47][C:48]([F:51])([F:50])[F:49])[CH:2]([CH3:4])[CH3:3]. (4) Given the reactants [CH2:1]([O:3][C:4]([CH2:6][CH:7]([CH2:11][CH2:12][C:13]1[CH:18]=[CH:17][CH:16]=[CH:15][CH:14]=1)[C:8]([OH:10])=O)=[O:5])[CH3:2].[NH:19]1[C:27]2[C:22](=[CH:23][CH:24]=[CH:25][CH:26]=2)[C:21]([CH2:28][CH2:29][NH2:30])=[CH:20]1.C1C=CC2N(O)N=NC=2C=1.C(Cl)CCl.CN1CCOCC1, predict the reaction product. The product is: [NH:19]1[C:27]2[C:22](=[CH:23][CH:24]=[CH:25][CH:26]=2)[C:21]([CH2:28][CH2:29][NH:30][C:8]([CH:7]([CH2:11][CH2:12][C:13]2[CH:18]=[CH:17][CH:16]=[CH:15][CH:14]=2)[CH2:6][C:4]([O:3][CH2:1][CH3:2])=[O:5])=[O:10])=[CH:20]1. (5) Given the reactants C[O:2][C:3](=[O:30])[C:4]1[CH:9]=[CH:8][C:7](/[CH:10]=[CH:11]/[C:12]2[C:20]3[C:15](=[CH:16][CH:17]=[CH:18][CH:19]=3)[NH:14][N:13]=2)=[C:6]([NH:21][C:22]([C:24]2[S:25][CH:26]=[CH:27][C:28]=2[CH3:29])=[O:23])[CH:5]=1.[OH-].[Na+].Cl, predict the reaction product. The product is: [NH:14]1[C:15]2[C:20](=[CH:19][CH:18]=[CH:17][CH:16]=2)[C:12](/[CH:11]=[CH:10]/[C:7]2[CH:8]=[CH:9][C:4]([C:3]([OH:30])=[O:2])=[CH:5][C:6]=2[NH:21][C:22]([C:24]2[S:25][CH:26]=[CH:27][C:28]=2[CH3:29])=[O:23])=[N:13]1. (6) Given the reactants [Cl:1][C:2]1[CH:3]=[CH:4][C:5]([O:15][CH2:16][C:17]2[C:22]([F:23])=[CH:21][CH:20]=[CH:19][C:18]=2[F:24])=[C:6]([C:8](=O)[CH2:9][CH2:10][C:11](=O)[CH3:12])[CH:7]=1.[NH2:25][C:26]1[CH:27]=[C:28]([C:32]([OH:35])=[CH:33][CH:34]=1)[C:29]([OH:31])=[O:30].CC1C=CC(S(O)(=O)=O)=CC=1, predict the reaction product. The product is: [Cl:1][C:2]1[CH:3]=[CH:4][C:5]([O:15][CH2:16][C:17]2[C:22]([F:23])=[CH:21][CH:20]=[CH:19][C:18]=2[F:24])=[C:6]([C:8]2[N:25]([C:26]3[CH:27]=[C:28]([C:32]([OH:35])=[CH:33][CH:34]=3)[C:29]([OH:31])=[O:30])[C:11]([CH3:12])=[CH:10][CH:9]=2)[CH:7]=1. (7) The product is: [CH:15]1([C:10]2[CH:11]=[C:12]3[C:7](=[CH:8][CH:9]=2)[CH:6]=[C:5]([C:3]([OH:4])=[O:2])[CH:14]=[CH:13]3)[CH2:16][CH2:17]1. Given the reactants C[O:2][C:3]([C:5]1[CH:14]=[CH:13][C:12]2[C:7](=[CH:8][CH:9]=[C:10]([CH:15]3[CH2:17][CH2:16]3)[CH:11]=2)[CH:6]=1)=[O:4].[OH-].[Li+].Cl, predict the reaction product. (8) Given the reactants [NH2:1][C:2]1[N:3]=[N:4][N:5]([CH2:7][CH:8]([F:23])[CH2:9][CH2:10][N:11]2[CH:15]=[C:14]([C:16]([O:18][C:19]([CH3:22])([CH3:21])[CH3:20])=[O:17])[N:13]=[N:12]2)[CH:6]=1.[N:24]1[CH:29]=[CH:28][CH:27]=[CH:26][C:25]=1[CH2:30][C:31](O)=[O:32].CN(C(ON1N=NC2C=CC=NC1=2)=[N+](C)C)C.F[P-](F)(F)(F)(F)F.CCN(C(C)C)C(C)C, predict the reaction product. The product is: [F:23][CH:8]([CH2:7][N:5]1[CH:6]=[C:2]([NH:1][C:31](=[O:32])[CH2:30][C:25]2[CH:26]=[CH:27][CH:28]=[CH:29][N:24]=2)[N:3]=[N:4]1)[CH2:9][CH2:10][N:11]1[CH:15]=[C:14]([C:16]([O:18][C:19]([CH3:20])([CH3:22])[CH3:21])=[O:17])[N:13]=[N:12]1.